Predict the product of the given reaction. From a dataset of Forward reaction prediction with 1.9M reactions from USPTO patents (1976-2016). (1) Given the reactants [Cl:1][C:2]1[CH:3]=[CH:4][C:5]([O:10][CH3:11])=[C:6]([CH:9]=1)[CH:7]=O.[C:12]([O:15][CH2:16][CH2:17][C:18]#[N:19])(=O)[CH3:13].C([OH:23])(C)C, predict the reaction product. The product is: [Cl:1][C:2]1[CH:3]=[CH:4][C:5]([O:10][CH3:11])=[C:6]([CH:7]=[C:17]([C:18]#[N:19])[C:16]([O:15][CH2:12][CH3:13])=[O:23])[CH:9]=1. (2) Given the reactants [CH3:1][C:2]1[N:7]=[C:6]([C:8]2[NH:9][CH:10]=[CH:11][N:12]=2)[CH:5]=[CH:4][CH:3]=1.CC(C)([O-])C.[Na+].Br[CH2:20][CH2:21][CH2:22][CH2:23][CH2:24][CH2:25][N:26]1[C:30](=[O:31])[C:29]2=[CH:32][CH:33]=[CH:34][CH:35]=[C:28]2[C:27]1=[O:36].O, predict the reaction product. The product is: [CH3:1][C:2]1[N:7]=[C:6]([C:8]2[N:12]([CH2:20][CH2:21][CH2:22][CH2:23][CH2:24][CH2:25][N:26]3[C:30](=[O:31])[C:29]4=[CH:32][CH:33]=[CH:34][CH:35]=[C:28]4[C:27]3=[O:36])[CH:11]=[CH:10][N:9]=2)[CH:5]=[CH:4][CH:3]=1. (3) Given the reactants [C:1]([C:3]1[C:8]([O:9][CH3:10])=[CH:7][CH:6]=[CH:5][C:4]=1[OH:11])#[N:2].C(=O)([O-])[O-].[K+].[K+].[CH2:18]([CH:20]1[O:22][CH2:21]1)Br.O.CCOCC, predict the reaction product. The product is: [CH2:18]([O:11][C:4]1[CH:5]=[CH:6][CH:7]=[C:8]([O:9][CH3:10])[C:3]=1[C:1]#[N:2])[CH:20]1[O:22][CH2:21]1. (4) The product is: [CH2:1]([N:8]([CH2:19][C:20]1[CH:25]=[CH:24][CH:23]=[CH:22][CH:21]=1)[C:9]1[CH:14]=[C:13]([Br:15])[CH:12]=[CH:11][C:10]=1[N+:16]([O-:18])=[O:17])[C:2]1[CH:7]=[CH:6][CH:5]=[CH:4][CH:3]=1. Given the reactants [CH2:1]([NH:8][C:9]1[CH:14]=[C:13]([Br:15])[CH:12]=[CH:11][C:10]=1[N+:16]([O-:18])=[O:17])[C:2]1[CH:7]=[CH:6][CH:5]=[CH:4][CH:3]=1.[CH2:19](Br)[C:20]1[CH:25]=[CH:24][CH:23]=[CH:22][CH:21]=1.[OH-].[K+], predict the reaction product. (5) Given the reactants Cl[C:2]1[N:7]=[CH:6][C:5]2[O:8][C:9]3[C:14]([C@@:15]4([CH2:19][O:18][C:17]([NH2:20])=[N:16]4)[C:4]=2[CH:3]=1)=[CH:13][C:12]([C:21]1[C:22]([F:28])=[N:23][CH:24]=[C:25]([CH3:27])[CH:26]=1)=[CH:11][CH:10]=3.P([O-])([O-])([O-])=O.[K+].[K+].[K+].[O:37]1[CH2:42][CH:41]=[C:40](B2OC(C)(C)C(C)(C)O2)[CH2:39][CH2:38]1, predict the reaction product. The product is: [O:37]1[CH2:38][CH:39]=[C:40]([C:2]2[N:7]=[CH:6][C:5]3[O:8][C:9]4[C:14]([C@@:15]5([CH2:19][O:18][C:17]([NH2:20])=[N:16]5)[C:4]=3[CH:3]=2)=[CH:13][C:12]([C:21]2[C:22]([F:28])=[N:23][CH:24]=[C:25]([CH3:27])[CH:26]=2)=[CH:11][CH:10]=4)[CH2:41][CH2:42]1.